This data is from Full USPTO retrosynthesis dataset with 1.9M reactions from patents (1976-2016). The task is: Predict the reactants needed to synthesize the given product. (1) Given the product [Cl:1][C:2]1[CH:17]=[CH:16][C:5]([O:6][CH2:7][CH2:8][CH:9]([CH3:10])[O:11][C:33]2[CH:34]=[CH:35][C:30]([CH2:29][CH2:28][C:27]([OH:38])=[O:26])=[C:31]([CH3:37])[CH:32]=2)=[C:4]([O:18][C:19]2[CH:24]=[CH:23][CH:22]=[CH:21][CH:20]=2)[CH:3]=1, predict the reactants needed to synthesize it. The reactants are: [Cl:1][C:2]1[CH:17]=[CH:16][C:5]([O:6][CH2:7][CH2:8][C@@H:9]([O:11]S(C)(=O)=O)[CH3:10])=[C:4]([O:18][C:19]2[CH:24]=[CH:23][CH:22]=[CH:21][CH:20]=2)[CH:3]=1.C[O:26][C:27](=[O:38])[CH2:28][CH2:29][C:30]1[CH:35]=[CH:34][C:33](O)=[CH:32][C:31]=1[CH3:37]. (2) Given the product [Cl:33][C:30]1[CH:31]=[C:32]2[C:27](=[C:28]([Cl:34])[CH:29]=1)[CH2:26][N:25]([CH2:35][CH3:36])[CH2:24][CH:23]2[C:19]1[CH:18]=[C:17]([S:14]([NH:13][CH2:12][CH2:11][O:10][CH2:9][CH2:8][O:7][CH2:6][CH2:5][O:4][CH2:3][CH2:2][NH:1][C:39](=[O:41])[CH:38]([OH:37])[CH:49]([OH:60])[C:50]([NH:1][CH2:2][CH2:3][O:4][CH2:5][CH2:6][O:7][CH2:8][CH2:9][O:10][CH2:11][CH2:12][NH:13][S:14]([C:17]2[CH:22]=[CH:21][CH:20]=[C:19]([CH:62]3[C:32]4[C:65](=[C:28]([Cl:34])[CH:29]=[C:30]([Cl:33])[CH:31]=4)[CH2:64][N:63]([CH2:66][CH3:67])[CH2:61]3)[CH:18]=2)(=[O:16])=[O:15])=[O:52])(=[O:16])=[O:15])[CH:22]=[CH:21][CH:20]=1, predict the reactants needed to synthesize it. The reactants are: [NH2:1][CH2:2][CH2:3][O:4][CH2:5][CH2:6][O:7][CH2:8][CH2:9][O:10][CH2:11][CH2:12][NH:13][S:14]([C:17]1[CH:22]=[CH:21][CH:20]=[C:19]([CH:23]2[C:32]3[C:27](=[C:28]([Cl:34])[CH:29]=[C:30]([Cl:33])[CH:31]=3)[CH2:26][N:25]([CH2:35][CH3:36])[CH2:24]2)[CH:18]=1)(=[O:16])=[O:15].[OH:37][CH:38]([CH:49]([OH:60])[C:50]([O:52]N1C(=O)CCC1=O)=O)[C:39]([O:41]N1C(=O)CCC1=O)=O.[CH2:61]([N:63]([CH2:66][CH3:67])[CH2:64][CH3:65])[CH3:62]. (3) The reactants are: Br[C:2]1[CH:3]=[C:4]([N:13]([C@H:16]2[CH2:21][CH2:20][C@H:19]([NH:22][C:23]([O:25][C:26]([CH3:29])([CH3:28])[CH3:27])=[O:24])[CH2:18][CH2:17]2)[CH2:14][CH3:15])[C:5]([CH3:12])=[C:6]([CH:11]=1)[C:7]([O:9][CH3:10])=[O:8].[OH:30][C:31]1[CH:36]=[CH:35][C:34](B(O)O)=[CH:33][CH:32]=1.C([O-])([O-])=O.[Na+].[Na+]. Given the product [C:26]([O:25][C:23]([NH:22][C@H:19]1[CH2:20][CH2:21][C@H:16]([N:13]([CH2:14][CH3:15])[C:4]2[C:5]([CH3:12])=[C:6]([C:7]([O:9][CH3:10])=[O:8])[CH:11]=[C:2]([C:34]3[CH:35]=[CH:36][C:31]([OH:30])=[CH:32][CH:33]=3)[CH:3]=2)[CH2:17][CH2:18]1)=[O:24])([CH3:28])([CH3:27])[CH3:29], predict the reactants needed to synthesize it. (4) The reactants are: FC(F)(F)C(O)=O.[C:8]1(=[C:14]([C:31]2[CH:36]=[CH:35][C:34]([OH:37])=[CH:33][CH:32]=2)[C:15]2[CH:20]=[CH:19][C:18](/[CH:21]=[CH:22]/[C:23]([O:25]C(C)(C)C)=[O:24])=[CH:17][C:16]=2[F:30])[CH2:13][CH2:12][CH2:11][CH2:10][CH2:9]1. Given the product [C:8]1(=[C:14]([C:31]2[CH:36]=[CH:35][C:34]([OH:37])=[CH:33][CH:32]=2)[C:15]2[CH:20]=[CH:19][C:18](/[CH:21]=[CH:22]/[C:23]([OH:25])=[O:24])=[CH:17][C:16]=2[F:30])[CH2:13][CH2:12][CH2:11][CH2:10][CH2:9]1, predict the reactants needed to synthesize it.